Predict the reactants needed to synthesize the given product. From a dataset of Full USPTO retrosynthesis dataset with 1.9M reactions from patents (1976-2016). (1) Given the product [C:1]([O:5][C:6]([NH:8][CH:9]([CH2:14][O:15][Si:21]([C:24]([CH3:27])([CH3:26])[CH3:25])([CH3:23])[CH3:22])[CH2:10][C:11]([OH:13])=[O:12])=[O:7])([CH3:3])([CH3:4])[CH3:2], predict the reactants needed to synthesize it. The reactants are: [C:1]([O:5][C:6]([NH:8][CH:9]([CH2:14][OH:15])[CH2:10][C:11]([OH:13])=[O:12])=[O:7])([CH3:4])([CH3:3])[CH3:2].N1C=CN=C1.[Si:21](Cl)([C:24]([CH3:27])([CH3:26])[CH3:25])([CH3:23])[CH3:22]. (2) Given the product [O:14]1[CH2:13][CH2:12][N:11]([C:10]2[C:5]3[N:6]([CH:36]=[C:3]([CH2:2][O:1][C:38]4[N:43]=[CH:42][CH:41]=[CH:40][N:39]=4)[N:4]=3)[C:7]([C:17]3[CH:18]=[CH:19][C:20]([N:23]4[CH2:24][CH2:25][N:26]([C:29]([O:31][C:32]([CH3:33])([CH3:35])[CH3:34])=[O:30])[CH2:27][CH2:28]4)=[N:21][CH:22]=3)=[CH:8][N:9]=2)[CH2:16][CH2:15]1, predict the reactants needed to synthesize it. The reactants are: [OH:1][CH2:2][C:3]1[N:4]=[C:5]2[C:10]([N:11]3[CH2:16][CH2:15][O:14][CH2:13][CH2:12]3)=[N:9][CH:8]=[C:7]([C:17]3[CH:18]=[CH:19][C:20]([N:23]4[CH2:28][CH2:27][N:26]([C:29]([O:31][C:32]([CH3:35])([CH3:34])[CH3:33])=[O:30])[CH2:25][CH2:24]4)=[N:21][CH:22]=3)[N:6]2[CH:36]=1.Cl[C:38]1[N:43]=[CH:42][CH:41]=[CH:40][N:39]=1. (3) Given the product [OH:1][C:2]1[CH:10]=[CH:9][C:5]([C:6]([O:8][CH3:14])=[O:7])=[CH:4][C:3]=1[N+:11]([O-:13])=[O:12], predict the reactants needed to synthesize it. The reactants are: [OH:1][C:2]1[CH:10]=[CH:9][C:5]([C:6]([OH:8])=[O:7])=[CH:4][C:3]=1[N+:11]([O-:13])=[O:12].[CH3:14]CCCCC.[Si](C=[N+]=[N-])(C)(C)C. (4) Given the product [OH:1][C@H:2]1[C@H:7]2[CH2:8][C@H:4]([C@H:5]([C:16]([O:18][CH3:19])=[O:17])[N:6]2[C:9]([O:11][C:12]([CH3:13])([CH3:14])[CH3:15])=[O:10])[CH2:3]1, predict the reactants needed to synthesize it. The reactants are: [OH:1][C@H:2]1[C@H:7]2[CH2:8][C@H:4]([C@@H:5]([C:16]([O:18][CH3:19])=[O:17])[N:6]2[C:9]([O:11][C:12]([CH3:15])([CH3:14])[CH3:13])=[O:10])[CH2:3]1.C[O-].[Na+].[Cl-].[NH4+]. (5) Given the product [ClH:1].[Cl:1][C:2]1[CH:7]=[C:6]([NH:8][CH3:9])[CH:5]=[CH:4][C:3]=1[C:10]1[O:11][C:12]2[C:17]([C:18](=[O:20])[CH:19]=1)=[C:16]([OH:21])[CH:15]=[C:14]([OH:22])[C:13]=2[C@@H:23]1[CH2:27][CH2:26][N:25]([CH3:28])[C@H:24]1[CH2:29][OH:30], predict the reactants needed to synthesize it. The reactants are: [Cl:1][C:2]1[CH:7]=[C:6]([NH:8][CH3:9])[CH:5]=[CH:4][C:3]=1[C:10]1[O:11][C:12]2[C:17]([C:18](=[O:20])[CH:19]=1)=[C:16]([OH:21])[CH:15]=[C:14]([OH:22])[C:13]=2[C@@H:23]1[CH2:27][CH2:26][N:25]([CH3:28])[C@H:24]1[CH2:29][OH:30].Cl. (6) The reactants are: N1N[N:3]=[N:4][C:5]=1[C:6]1[N:11]=[C:10]([C:12]2[CH:17]=[CH:16][CH:15]=[CH:14][N:13]=2)[CH:9]=[CH:8][CH:7]=1.[C:18](Cl)(=[O:28])[C:19]1[CH:27]=[CH:26][C:22]([C:23](Cl)=[O:24])=[CH:21][CH:20]=1.O. Given the product [N:11]1[C:6]([C:5]2[O:28][C:18]([C:19]3[CH:27]=[CH:26][C:22]([C:23]4[O:24][C:5]([C:6]5[N:11]=[C:10]([C:12]6[CH:17]=[CH:16][CH:15]=[CH:14][N:13]=6)[CH:9]=[CH:8][CH:7]=5)=[N:4][N:3]=4)=[CH:21][CH:20]=3)=[N:3][N:4]=2)=[CH:7][CH:8]=[CH:9][C:10]=1[C:12]1[CH:17]=[CH:16][CH:15]=[CH:14][N:13]=1, predict the reactants needed to synthesize it. (7) Given the product [CH2:6]([NH:13][C:3](=[O:4])[CH2:2][NH:46][C:45]1[CH:44]=[CH:43][S:42][C:41]=1[C:36]1[N:37]([CH3:40])[C:38](=[O:39])[C:33]([OH:32])=[C:34]([C:47]([OH:49])=[O:48])[N:35]=1)[C:7]1[CH:12]=[CH:11][CH:10]=[CH:9][CH:8]=1, predict the reactants needed to synthesize it. The reactants are: Br[CH2:2][C:3](Br)=[O:4].[CH2:6]([NH2:13])[C:7]1[CH:12]=[CH:11][CH:10]=[CH:9][CH:8]=1.C(=O)([O-])O.[Na+].CCN(C(C)C)C(C)C.CC(C)(C)C([O:32][C:33]1[C:38](=[O:39])[N:37]([CH3:40])[C:36]([C:41]2[S:42][CH:43]=[CH:44][C:45]=2[NH2:46])=[N:35][C:34]=1[C:47]([O:49]C)=[O:48])=O. (8) Given the product [CH3:7][C:4]1[N:3]([C:8]2[N:13]=[C:12]([CH2:14][C:15]([N:19]3[C:27]4[C:22](=[CH:23][C:24]([NH:28][C:29]([C:31]5[C:32]([C:37]6[CH:38]=[CH:39][C:40]([CH3:43])=[CH:41][CH:42]=6)=[CH:33][CH:34]=[CH:35][CH:36]=5)=[O:30])=[CH:25][CH:26]=4)[CH2:21][CH2:20]3)=[O:17])[CH:11]=[CH:10][N:9]=2)[C:2]([CH3:1])=[CH:6][CH:5]=1, predict the reactants needed to synthesize it. The reactants are: [CH3:1][C:2]1[N:3]([C:8]2[N:13]=[C:12]([CH2:14][C:15]([OH:17])=O)[CH:11]=[CH:10][N:9]=2)[C:4]([CH3:7])=[CH:5][CH:6]=1.Cl.[NH:19]1[C:27]2[C:22](=[CH:23][C:24]([NH:28][C:29]([C:31]3[C:32]([C:37]4[CH:42]=[CH:41][C:40]([CH3:43])=[CH:39][CH:38]=4)=[CH:33][CH:34]=[CH:35][CH:36]=3)=[O:30])=[CH:25][CH:26]=2)[CH2:21][CH2:20]1.ON1C2C=CC=CC=2N=N1.Cl.CN(C)CCCN=C=NCC. (9) Given the product [N:1]1([C:6]2[CH:7]=[C:8]([CH2:9][OH:10])[CH:13]=[CH:14][N:15]=2)[CH:5]=[CH:4][CH:3]=[N:2]1, predict the reactants needed to synthesize it. The reactants are: [N:1]1([C:6]2[CH:7]=[C:8]([CH:13]=[CH:14][N:15]=2)[C:9](OC)=[O:10])[CH:5]=[CH:4][CH:3]=[N:2]1.[BH4-].[Na+]. (10) Given the product [CH2:9]([O:8][C:5]1[CH:6]=[CH:7][C:2]([NH:17][CH:18]2[CH2:23][CH2:22][CH2:21][N:20]([C:24]([O:26][C:27]([CH3:30])([CH3:29])[CH3:28])=[O:25])[CH2:19]2)=[N:3][CH:4]=1)[CH2:10][CH2:11][CH2:12][CH2:13][CH2:14][CH2:15][CH3:16], predict the reactants needed to synthesize it. The reactants are: Cl[C:2]1[CH:7]=[CH:6][C:5]([O:8][CH2:9][CH2:10][CH2:11][CH2:12][CH2:13][CH2:14][CH2:15][CH3:16])=[CH:4][N:3]=1.[NH2:17][CH:18]1[CH2:23][CH2:22][CH2:21][N:20]([C:24]([O:26][C:27]([CH3:30])([CH3:29])[CH3:28])=[O:25])[CH2:19]1.CC([O-])(C)C.[Na+].C1(P(C2CCCCC2)C2C=CC=CC=2C2C(N(C)C)=CC=CC=2)CCCCC1.